The task is: Predict the reaction yield, written as a fraction of the theoretical maximum amount of product (1.0 means a 100% yield; for example, 0.34 means a 34% yield).. This data is from Reaction yield outcomes from USPTO patents with 853,638 reactions. (1) The reactants are [CH:1]([C:3]1[N:7]([CH3:8])[CH:6]=[C:5]([C:9]([O:11][C:12]([CH3:15])([CH3:14])[CH3:13])=[O:10])[CH:4]=1)=O.[CH3:16][C:17]([S@@:20]([NH2:22])=[O:21])([CH3:19])[CH3:18].O. The catalyst is C(Cl)Cl.CC(C)[O-].[Ti+4].CC(C)[O-].CC(C)[O-].CC(C)[O-]. The product is [C:17]([S@@:20](/[N:22]=[CH:1]/[C:3]1[N:7]([CH3:8])[CH:6]=[C:5]([C:9]([O:11][C:12]([CH3:15])([CH3:14])[CH3:13])=[O:10])[CH:4]=1)=[O:21])([CH3:19])([CH3:18])[CH3:16]. The yield is 0.630. (2) The reactants are [Br:1][C:2]1[C:3]([CH3:10])=[N:4][CH:5]=[C:6]([F:9])[C:7]=1[CH3:8].ClC1C=C(C=CC=1)C(OO)=[O:16]. The yield is 0.930. The product is [Br:1][C:2]1[C:3]([CH3:10])=[N+:4]([O-:16])[CH:5]=[C:6]([F:9])[C:7]=1[CH3:8]. The catalyst is ClCCl. (3) The reactants are [CH2:1]([N:8]1[CH2:12][C@@H:11]([C:13]2[CH:18]=[CH:17][C:16]([Cl:19])=[CH:15][CH:14]=2)[C@H:10]([NH:20][CH3:21])[CH2:9]1)[C:2]1[CH:7]=[CH:6][CH:5]=[CH:4][CH:3]=1.CCN(CC)CC.[CH3:41][C:40]([O:39][C:37](O[C:37]([O:39][C:40]([CH3:43])([CH3:42])[CH3:41])=[O:38])=[O:38])([CH3:43])[CH3:42]. The catalyst is C(Cl)Cl. The product is [C:40]([O:39][C:37](=[O:38])[N:20]([C@H:10]1[C@H:11]([C:13]2[CH:18]=[CH:17][C:16]([Cl:19])=[CH:15][CH:14]=2)[CH2:12][N:8]([CH2:1][C:2]2[CH:7]=[CH:6][CH:5]=[CH:4][CH:3]=2)[CH2:9]1)[CH3:21])([CH3:41])([CH3:42])[CH3:43]. The yield is 0.890. (4) The reactants are [Cl:1][C:2]1[CH:7]=[CH:6][C:5]([CH:8]([NH:15][C:16]([C:18]2([NH:33]C(=O)OC(C)(C)C)[CH2:23][CH2:22][N:21]([C:24]3[C:25]4[CH:32]=[CH:31][NH:30][C:26]=4[N:27]=[CH:28][N:29]=3)[CH2:20][CH2:19]2)=[O:17])[CH2:9][NH:10][S:11]([CH3:14])(=[O:13])=[O:12])=[CH:4][CH:3]=1.FC(F)(F)C(O)=O. No catalyst specified. The product is [NH2:33][C:18]1([C:16]([NH:15][CH:8]([C:5]2[CH:4]=[CH:3][C:2]([Cl:1])=[CH:7][CH:6]=2)[CH2:9][NH:10][S:11]([CH3:14])(=[O:12])=[O:13])=[O:17])[CH2:19][CH2:20][N:21]([C:24]2[C:25]3[CH:32]=[CH:31][NH:30][C:26]=3[N:27]=[CH:28][N:29]=2)[CH2:22][CH2:23]1. The yield is 0.950. (5) The reactants are [C:1]([C:3]1[CH:8]=[CH:7][CH:6]=[CH:5][C:4]=1[NH:9][S:10]([CH3:13])(=[O:12])=[O:11])#[N:2].C1(P(C2C=CC=CC=2)C2C=CC=CC=2)C=CC=CC=1.CCOC(/N=N/C(OCC)=O)=O.[O:45]1[CH2:50][CH2:49][CH2:48][CH2:47][CH:46]1[O:51][CH2:52][CH2:53]O. The catalyst is C1COCC1. The product is [C:1]([C:3]1[CH:8]=[CH:7][CH:6]=[CH:5][C:4]=1[N:9]([CH2:53][CH2:52][O:51][CH:46]1[CH2:47][CH2:48][CH2:49][CH2:50][O:45]1)[S:10]([CH3:13])(=[O:12])=[O:11])#[N:2]. The yield is 0.690. (6) The reactants are [CH2:1]([CH:8]([C:12](=[O:14])[CH3:13])[C:9](=[O:11])[CH3:10])[C:2]1[CH:7]=[CH:6][CH:5]=[CH:4][CH:3]=1.[CH:15](=O)[C:16]1[CH:21]=[CH:20][CH:19]=[CH:18][CH:17]=1.B(OCCCC)(OCCCC)O[CH2:25][CH2:26][CH2:27]C.[CH2:39](N)[CH2:40][CH2:41][CH3:42].Cl. The catalyst is C(OCC)(=O)C. The product is [CH2:1]([CH:8]([C:9](=[O:11])[CH:10]=[CH:42][C:41]1[CH:27]=[CH:26][CH:25]=[CH:39][CH:40]=1)[C:12](=[O:14])[CH:13]=[CH:15][C:16]1[CH:21]=[CH:20][CH:19]=[CH:18][CH:17]=1)[C:2]1[CH:7]=[CH:6][CH:5]=[CH:4][CH:3]=1. The yield is 0.630. (7) The reactants are [Cl:1][C:2]1[CH:3]=[C:4]2[C:12](=[C:13]([Cl:15])[CH:14]=1)[NH:11][C:10]1[CH2:9][C:8]([CH3:17])([CH3:16])[CH2:7][C:6](=[O:18])[C:5]2=1.Br[CH2:20][CH2:21][CH2:22][CH2:23][CH2:24][C:25]([O:27][CH2:28][CH3:29])=[O:26].[H-].[Na+]. The catalyst is CN(C=O)C. The product is [Cl:15][C:13]1[C:12]2[N:11]([CH2:20][CH2:21][CH2:22][CH2:23][CH2:24][C:25]([O:27][CH2:28][CH3:29])=[O:26])[C:10]3[CH2:9][C:8]([CH3:16])([CH3:17])[CH2:7][C:6](=[O:18])[C:5]=3[C:4]=2[CH:3]=[C:2]([Cl:1])[CH:14]=1. The yield is 0.390. (8) The reactants are P(C)(C)C.[N:5]([CH2:8][C:9]1[N:10]=[N:11][C:12]([C:15]2[C:20]([F:21])=[CH:19][CH:18]=[CH:17][C:16]=2[F:22])=[CH:13][CH:14]=1)=[N+]=[N-].[Cl:23][C:24]1[CH:29]=[CH:28][N:27]=[CH:26][C:25]=1[N:30]=[C:31]=S. The catalyst is C1COCC1.CCOC(C)=O. The product is [Cl:23][C:24]1[CH:29]=[CH:28][N:27]=[CH:26][C:25]=1[NH:30][C:31]1[N:10]2[N:11]=[C:12]([C:15]3[C:20]([F:21])=[CH:19][CH:18]=[CH:17][C:16]=3[F:22])[CH:13]=[CH:14][C:9]2=[CH:8][N:5]=1. The yield is 0.540.